Predict the reactants needed to synthesize the given product. From a dataset of Full USPTO retrosynthesis dataset with 1.9M reactions from patents (1976-2016). (1) Given the product [C:10]([C:6]1[CH:7]=[CH:8][CH:9]=[C:4]([N+:1]([O-:3])=[O:2])[CH:5]=1)#[CH:11], predict the reactants needed to synthesize it. The reactants are: [N+:1]([C:4]1[CH:5]=[C:6]([C:10]#[C:11][Si](C)(C)C)[CH:7]=[CH:8][CH:9]=1)([O-:3])=[O:2].CCCC[N+](CCCC)(CCCC)CCCC.[F-].O. (2) Given the product [CH2:1]([O:5][CH2:6][CH2:7][O:8][C:9]1[CH:10]=[CH:11][C:12]([C:15]2[CH:16]=[CH:17][C:18]3[N:24]([CH2:25][CH2:26][CH3:27])[CH2:23][CH2:22][C:21]([C:28]([NH:30][C:31]4[CH:32]=[CH:33][C:34]([S:37]([CH2:38][CH2:39][N:40]5[CH:44]=[N:43][CH:42]=[N:41]5)=[O:54])=[CH:35][CH:36]=4)=[O:29])=[CH:20][C:19]=3[CH:45]=2)=[CH:13][CH:14]=1)[CH2:2][CH2:3][CH3:4], predict the reactants needed to synthesize it. The reactants are: [CH2:1]([O:5][CH2:6][CH2:7][O:8][C:9]1[CH:14]=[CH:13][C:12]([C:15]2[CH:16]=[CH:17][C:18]3[N:24]([CH2:25][CH2:26][CH3:27])[CH2:23][CH2:22][C:21]([C:28]([NH:30][C:31]4[CH:36]=[CH:35][C:34]([S:37][CH2:38][CH2:39][N:40]5[CH:44]=[N:43][CH:42]=[N:41]5)=[CH:33][CH:32]=4)=[O:29])=[CH:20][C:19]=3[CH:45]=2)=[CH:11][CH:10]=1)[CH2:2][CH2:3][CH3:4].ClC1C=CC=C(C(OO)=[O:54])C=1.S([O-])([O-])(=O)=S.[Na+].[Na+].